This data is from Drug-target binding data from BindingDB using Ki measurements. The task is: Regression. Given a target protein amino acid sequence and a drug SMILES string, predict the binding affinity score between them. We predict pKi (pKi = -log10(Ki in M); higher means stronger inhibition). Dataset: bindingdb_ki. (1) The small molecule is CCOC(=O)c1c(C)oc(-c2ccccc2)c1CC(=O)c1ccccc1. The target protein sequence is MFSAGHKIKGTVVLMPKNELEVNPDGSAVDNLNAFLGRSVSLQLISATKADAHGKGKVGKDTFLEGINTSLPTLGAGESAFNIHFEWDGSMGIPGAFYIKNYMQVEFFLKSLTLEAISNQGTIRFVCNSWVYNTKLYKSVRIFFANHTYVPSETPAPLVEYREEELKSLRGNGTGERKEYDRIYDYDVYNDLGNPDKSEKLARPVLGGSSTFPYPRRGRTGRGPTVTDPNTEKQGEVFYVPRDENLGHLKSKDALEIGTKSLSQIVQPAFESAFDLKSTPIEFHSFQDVHDLYEGGIKLPRDVISTIIPLPVIKELYRTDGQHILKFPQPHVVQVSQSAWMTDEEFAREMIAGVNPCVIRGLEEFPPKSNLDPAIYGDQSSKITADSLDLDGYTMDEALGSRRLFMLDYHDIFMPYVRQINQLNSAKTYATRTILFLREDGTLKPVAIELSLPHSAGDLSAAVSQVVLPAKEGVESTIWLLAKAYVIVNDSCYHQLMSHW.... The pKi is 6.1. (2) The pKi is 5.4. The drug is NS(=O)(=O)CC[C@H]([NH3+])[C@@H](S)C(=O)N[C@@H](Cc1ccc(O)cc1)C(=O)N[C@@H](Cc1cnc[nH]1)C(=O)NCc1ccccc1. The target protein (P04958) has sequence MPITINNFRYSDPVNNDTIIMMEPPYCKGLDIYYKAFKITDRIWIVPERYEFGTKPEDFNPPSSLIEGASEYYDPNYLRTDSDKDRFLQTMVKLFNRIKNNVAGEALLDKIINAIPYLGNSYSLLDKFDTNSNSVSFNLLEQDPSGATTKSAMLTNLIIFGPGPVLNKNEVRGIVLRVDNKNYFPCRDGFGSIMQMAFCPEYVPTFDNVIENITSLTIGKSKYFQDPALLLMHELIHVLHGLYGMQVSSHEIIPSKQEIYMQHTYPISAEELFTFGGQDANLISIDIKNDLYEKTLNDYKAIANKLSQVTSCNDPNIDIDSYKQIYQQKYQFDKDSNGQYIVNEDKFQILYNSIMYGFTEIELGKKFNIKTRLSYFSMNHDPVKIPNLLDDTIYNDTEGFNIESKDLKSEYKGQNMRVNTNAFRNVDGSGLVSKLIGLCKKIIPPTNIRENLYNRTASLTDLGGELCIKIKNEDLTFIAEKNSFSEEPFQDEIVSYNTKN.... (3) The small molecule is CCC(NC(=O)C(CC(C)C)NC(=O)OCc1ccccc1)C(=O)C(=O)NCC(O)c1cccc(Oc2ccc(Cl)c(Cl)c2)c1. The target protein (P07384) has sequence MSEEIITPVYCTGVSAQVQKQRARELGLGRHENAIKYLGQDYEQLRVRCLQSGTLFRDEAFPPVPQSLGYKDLGPNSSKTYGIKWKRPTELLSNPQFIVDGATRTDICQGALGDCWLLAAIASLTLNDTLLHRVVPHGQSFQNGYAGIFHFQLWQFGEWVDVVVDDLLPIKDGKLVFVHSAEGNEFWSALLEKAYAKVNGSYEALSGGSTSEGFEDFTGGVTEWYELRKAPSDLYQIILKALERGSLLGCSIDISSVLDMEAITFKKLVKGHAYSVTGAKQVNYRGQVVSLIRMRNPWGEVEWTGAWSDSSSEWNNVDPYERDQLRVKMEDGEFWMSFRDFMREFTRLEICNLTPDALKSRTIRKWNTTLYEGTWRRGSTAGGCRNYPATFWVNPQFKIRLDETDDPDDYGDRESGCSFVLALMQKHRRRERRFGRDMETIGFAVYEVPPELVGQPAVHLKRDFFLANASRARSEQFINLREVSTRFRLPPGEYVVVPST.... The pKi is 9.4. (4) The compound is O=C(c1ccnc(Cl)c1)N1CC2(CCN(C/C=C/c3ccc(Cl)cc3)CC2)c2cc(F)ccc21. The target protein (Q62666) has sequence MEPTAPTGQARAAATKLSEAVGAALQEPQRQRRLVLVIVCVALLLDNMLYMVIVPIVPDYIAHMRGGSEGPTLVSEVWEPTLPPPTLANASAYLANTSASPTAAGSARSILRPRYPTESEDVKIGVLFASKAILQLLVNPLSGPFIDRMSYDVPLLIGLGVMFASTVMFAFAEDYATLFAARSLQGLGSAFADTSGIAMIADKYPEEPERSRALGVALAFISFGSLVAPPFGGILYEFAGKRVPFLVLAAVSLFDALLLLAVAKPFSAAARARANLPVGTPIHRLMLDPYIAVVAGALTTCNIPLAFLEPTIATWMKHTMAASEWEMGMVWLPAFVPHVLGVYLTVRLAARYPHLQWLYGALGLAVIGVSSCVVPACRSFAPLVVSLCGLCFGIALVDTALLPTLAFLVDVRHVSVYGSVYAIADISYSVAYALGPIVAGHIVHSLGFEQLSLGMGLANLLYAPVLLLLRNVGLLTRSRSERDVLLDEPPQGLYDAVRLR.... The pKi is 6.8.